From a dataset of Forward reaction prediction with 1.9M reactions from USPTO patents (1976-2016). Predict the product of the given reaction. Given the reactants [NH2:1][C:2]1[N:3]=[CH:4][C:5]([C:8]2[C:9]([F:19])=[C:10]([OH:18])[C:11]([CH:14]3[CH2:17][CH2:16][CH2:15]3)=[CH:12][CH:13]=2)=[N:6][CH:7]=1.Br[CH2:21][C:22]1[CH:27]=[C:26]([F:28])[CH:25]=[CH:24][C:23]=1[Cl:29], predict the reaction product. The product is: [Cl:29][C:23]1[CH:24]=[CH:25][C:26]([F:28])=[CH:27][C:22]=1[CH2:21][O:18][C:10]1[C:9]([F:19])=[C:8]([C:5]2[N:6]=[CH:7][C:2]([NH2:1])=[N:3][CH:4]=2)[CH:13]=[CH:12][C:11]=1[CH:14]1[CH2:15][CH2:16][CH2:17]1.